Dataset: Full USPTO retrosynthesis dataset with 1.9M reactions from patents (1976-2016). Task: Predict the reactants needed to synthesize the given product. (1) Given the product [Cl:33][C:30]1[CH:31]=[C:32]2[C:27](=[C:28]([Cl:34])[CH:29]=1)[CH2:26][N:25]([CH3:35])[CH2:24][CH:23]2[C:19]1[CH:18]=[C:17]([S:14]([NH:13][CH2:12][CH2:11][O:10][CH2:9][CH2:8][O:7][CH2:6][CH2:5][O:4][CH2:3][CH2:2][NH:1][C:38](=[O:40])[CH:37]([OH:36])[CH:48]([OH:59])[C:49]([NH:1][CH2:2][CH2:3][O:4][CH2:5][CH2:6][O:7][CH2:8][CH2:9][O:10][CH2:11][CH2:12][NH:13][S:14]([C:17]2[CH:22]=[CH:21][CH:20]=[C:19]([CH:64]3[C:32]4[C:66](=[C:28]([Cl:34])[CH:29]=[C:30]([Cl:33])[CH:31]=4)[CH2:65][N:62]([CH3:60])[CH2:63]3)[CH:18]=2)(=[O:16])=[O:15])=[O:51])(=[O:16])=[O:15])[CH:22]=[CH:21][CH:20]=1, predict the reactants needed to synthesize it. The reactants are: [NH2:1][CH2:2][CH2:3][O:4][CH2:5][CH2:6][O:7][CH2:8][CH2:9][O:10][CH2:11][CH2:12][NH:13][S:14]([C:17]1[CH:22]=[CH:21][CH:20]=[C:19]([CH:23]2[C:32]3[C:27](=[C:28]([Cl:34])[CH:29]=[C:30]([Cl:33])[CH:31]=3)[CH2:26][N:25]([CH3:35])[CH2:24]2)[CH:18]=1)(=[O:16])=[O:15].[OH:36][CH:37]([CH:48]([OH:59])[C:49]([O:51]N1C(=O)CCC1=O)=O)[C:38]([O:40]N1C(=O)CCC1=O)=O.[CH2:60]([N:62]([CH2:65][CH3:66])[CH2:63][CH3:64])C. (2) Given the product [O:16]=[C:12]1[NH:11][C:10]2[N:9]=[CH:8][CH:7]=[C:6]([O:5][C:4]3[CH:3]=[C:2]([NH:1][C:35](=[O:36])[C:34]4[CH:38]=[CH:39][CH:40]=[C:32]([O:31][C:30]([F:29])([F:41])[F:42])[CH:33]=4)[CH:19]=[CH:18][CH:17]=3)[C:15]=2[N:14]=[CH:13]1, predict the reactants needed to synthesize it. The reactants are: [NH2:1][C:2]1[CH:3]=[C:4]([CH:17]=[CH:18][CH:19]=1)[O:5][C:6]1[C:15]2[N:14]=[CH:13][C:12](=[O:16])[NH:11][C:10]=2[N:9]=[CH:8][CH:7]=1.C(N(C(C)C)CC)(C)C.[F:29][C:30]([F:42])([F:41])[O:31][C:32]1[CH:33]=[C:34]([CH:38]=[CH:39][CH:40]=1)[C:35](Cl)=[O:36]. (3) Given the product [CH2:1]([O:3][C:4]([C:6]1[C:7]([Cl:23])=[C:8]2[C:15]3[CH2:16][CH2:17][CH2:18][CH2:19][C:14]=3[S:13][C:9]2=[N:10][C:11]=1[CH3:12])=[O:5])[CH3:2], predict the reactants needed to synthesize it. The reactants are: [CH2:1]([O:3][C:4]([C:6]1[C:7](O)=[C:8]2[C:15]3[CH2:16][CH2:17][CH2:18][CH2:19][C:14]=3[S:13][C:9]2=[N:10][C:11]=1[CH3:12])=[O:5])[CH3:2].P(Cl)(Cl)([Cl:23])=O. (4) Given the product [N:1]1[CH:6]=[CH:5][CH:4]=[C:3]([S:7]([NH:10][C:13](=[O:39])[O:14][CH2:15][CH2:16][C:17]2[CH:18]=[CH:19][C:20]([N:23]3[C:27]4[CH:28]=[C:29]([Cl:36])[C:30]([C:32]([F:33])([F:35])[F:34])=[CH:31][C:26]=4[N:25]=[C:24]3[CH2:37][CH3:38])=[CH:21][CH:22]=2)(=[O:9])=[O:8])[CH:2]=1, predict the reactants needed to synthesize it. The reactants are: [N:1]1[CH:6]=[CH:5][CH:4]=[C:3]([S:7]([NH2:10])(=[O:9])=[O:8])[CH:2]=1.[H-].[Na+].[C:13](=O)([O:39]C1C=CC=CC=1)[O:14][CH2:15][CH2:16][C:17]1[CH:22]=[CH:21][C:20]([N:23]2[C:27]3[CH:28]=[C:29]([Cl:36])[C:30]([C:32]([F:35])([F:34])[F:33])=[CH:31][C:26]=3[N:25]=[C:24]2[CH2:37][CH3:38])=[CH:19][CH:18]=1. (5) Given the product [Br:1][C:2]1[CH:7]=[C:6]([F:8])[C:5]([N+:9]([O-:11])=[O:10])=[CH:4][C:3]=1[CH2:12][C:13]([O:15][CH2:21][CH3:22])=[O:14], predict the reactants needed to synthesize it. The reactants are: [Br:1][C:2]1[CH:7]=[C:6]([F:8])[C:5]([N+:9]([O-:11])=[O:10])=[CH:4][C:3]=1[CH2:12][C:13]([OH:15])=[O:14].S(=O)(=O)(O)O.[CH3:21][CH2:22]O.